Dataset: Forward reaction prediction with 1.9M reactions from USPTO patents (1976-2016). Task: Predict the product of the given reaction. Given the reactants [Cl:1][C:2]1[CH:3]=[C:4]([CH:21]=[C:22]([C:31]([F:34])([F:33])[F:32])[C:23]=1[CH2:24][N:25]1[CH2:30][CH2:29][NH:28][CH2:27][CH2:26]1)[C:5]([NH:7][CH2:8][C:9]1[CH:14]=[C:13]([Cl:15])[CH:12]=[CH:11][C:10]=1[S:16]([CH2:19][CH3:20])(=[O:18])=[O:17])=[O:6].Br[CH2:36][CH2:37][OH:38], predict the reaction product. The product is: [Cl:1][C:2]1[CH:3]=[C:4]([CH:21]=[C:22]([C:31]([F:32])([F:34])[F:33])[C:23]=1[CH2:24][N:25]1[CH2:30][CH2:29][N:28]([CH2:36][CH2:37][OH:38])[CH2:27][CH2:26]1)[C:5]([NH:7][CH2:8][C:9]1[CH:14]=[C:13]([Cl:15])[CH:12]=[CH:11][C:10]=1[S:16]([CH2:19][CH3:20])(=[O:18])=[O:17])=[O:6].